Dataset: Reaction yield outcomes from USPTO patents with 853,638 reactions. Task: Predict the reaction yield, written as a fraction of the theoretical maximum amount of product (1.0 means a 100% yield; for example, 0.34 means a 34% yield). (1) The catalyst is CN(C)C=O.ClCCl.C(O)C. The product is [Cl:1][C:2]1[CH:9]=[CH:8][C:5]([CH2:6][NH:7][C:33]([C:29]2[N:30]([CH3:32])[CH:31]=[C:27]([NH:26][C:24]([C:19]3[C:18]([C:15]4[CH:14]=[CH:13][C:12]([C:11]([F:37])([F:10])[F:36])=[CH:17][CH:16]=4)=[CH:23][CH:22]=[CH:21][CH:20]=3)=[O:25])[CH:28]=2)=[O:34])=[CH:4][CH:3]=1. The reactants are [Cl:1][C:2]1[CH:9]=[CH:8][C:5]([CH2:6][NH2:7])=[CH:4][CH:3]=1.[F:10][C:11]([F:37])([F:36])[C:12]1[CH:17]=[CH:16][C:15]([C:18]2[C:19]([C:24]([NH:26][C:27]3[CH:28]=[C:29]([C:33](O)=[O:34])[N:30]([CH3:32])[CH:31]=3)=[O:25])=[CH:20][CH:21]=[CH:22][CH:23]=2)=[CH:14][CH:13]=1.CN(C(ON1N=NC2C=CC=CC1=2)=[N+](C)C)C.[B-](F)(F)(F)F.C(N(C(C)C)C(C)C)C.ClCl. The yield is 1.00. (2) The reactants are [CH3:1][C:2]1[C:6]2[C:7](=[O:19])[N:8]([CH2:11][CH2:12][N:13]3[CH2:18][CH2:17][CH2:16][CH2:15][CH2:14]3)[CH2:9][CH2:10][C:5]=2[NH:4][C:3]=1[CH:20]=O.[F:22][C:23]1[CH:24]=[C:25]2[C:29](=[CH:30][C:31]=1[NH:32][C:33](=[O:37])[CH2:34][O:35]C)[NH:28][C:27](=[O:38])[CH2:26]2. No catalyst specified. The product is [F:22][C:23]1[CH:24]=[C:25]2[C:29](=[CH:30][C:31]=1[NH:32][C:33](=[O:37])[CH2:34][OH:35])[NH:28][C:27](=[O:38])[C:26]2=[CH:20][C:3]1[NH:4][C:5]2[CH2:10][CH2:9][N:8]([CH2:11][CH2:12][N:13]3[CH2:14][CH2:15][CH2:16][CH2:17][CH2:18]3)[C:7](=[O:19])[C:6]=2[C:2]=1[CH3:1]. The yield is 0.527.